From a dataset of Catalyst prediction with 721,799 reactions and 888 catalyst types from USPTO. Predict which catalyst facilitates the given reaction. (1) Reactant: [CH2:1]([C:11]1[CH:12]=[N:13][C:14]([C:17]2[CH:22]=[CH:21][C:20](O)=[CH:19][CH:18]=2)=[N:15][CH:16]=1)[CH2:2][CH2:3][CH2:4][CH2:5][CH2:6][CH2:7][CH2:8][CH2:9][CH3:10].[C:24]([O-:27])([O-])=O.[Cs+].[Cs+].CCO[CH2:33][CH3:34]. Product: [CH2:1]([C:11]1[CH:12]=[N:13][C:14]([C:17]2[CH:22]=[CH:21][C:20]([O:27][CH2:24][CH2:11][CH2:1][CH2:2][CH2:3][CH:33]=[CH2:34])=[CH:19][CH:18]=2)=[N:15][CH:16]=1)[CH2:2][CH2:3][CH2:4][CH2:5][CH2:6][CH2:7][CH2:8][CH2:9][CH3:10]. The catalyst class is: 9. (2) Reactant: C[O-].[Na+].[CH3:4][O:5][C:6]1[CH:7]=[C:8]2[C:12](=[CH:13][CH:14]=1)[NH:11][CH:10]=[C:9]2[CH2:15][C:16]#[N:17].[CH3:18][O:19][C:20]1[CH:27]=[C:26]([O:28][CH3:29])[CH:25]=[CH:24][C:21]=1C=O.[CH2:30](OCC)C. Product: [CH3:29][O:28][C:26]1[CH:25]=[C:24](/[CH:30]=[C:15](/[C:9]2[C:8]3[C:12](=[CH:13][CH:14]=[C:6]([O:5][CH3:4])[CH:7]=3)[NH:11][CH:10]=2)\[C:16]#[N:17])[CH:21]=[C:20]([O:19][CH3:18])[CH:27]=1. The catalyst class is: 511. (3) Reactant: Cl.Cl.[CH3:3][O:4][C:5]1[CH:6]=[C:7]([C@H:11]([NH:13][C@H:14]2[CH2:18][CH2:17][NH:16][CH2:15]2)[CH3:12])[CH:8]=[CH:9][CH:10]=1.Br[C:20]1[CH:25]=[CH:24][CH:23]=[CH:22][C:21]=1[C:26]([F:29])([F:28])[F:27].CC(C)([O-])C.[Na+].C(=O)(O)[O-].[Na+]. Product: [CH3:3][O:4][C:5]1[CH:6]=[C:7]([C@H:11]([NH:13][C@H:14]2[CH2:18][CH2:17][N:16]([C:20]3[CH:25]=[CH:24][CH:23]=[CH:22][C:21]=3[C:26]([F:29])([F:28])[F:27])[CH2:15]2)[CH3:12])[CH:8]=[CH:9][CH:10]=1. The catalyst class is: 164. (4) Product: [ClH:39].[F:38][C:2]([F:1])([F:37])[C:3]1[CH:4]=[C:5]([CH:30]=[C:31]([C:33]([F:34])([F:35])[F:36])[CH:32]=1)[CH2:6][O:7][CH2:8][C@H:9]1[N:14]([CH3:15])[C:13](=[O:16])[CH2:12][NH:11][C@H:10]1[C:24]1[CH:25]=[CH:26][CH:27]=[CH:28][CH:29]=1. The catalyst class is: 12. Reactant: [F:1][C:2]([F:38])([F:37])[C:3]1[CH:4]=[C:5]([CH:30]=[C:31]([C:33]([F:36])([F:35])[F:34])[CH:32]=1)[CH2:6][O:7][CH2:8][C@H:9]1[N:14]([CH3:15])[C:13](=[O:16])[CH2:12][N:11](C(OC(C)(C)C)=O)[C@H:10]1[C:24]1[CH:29]=[CH:28][CH:27]=[CH:26][CH:25]=1.[ClH:39].O1CCOCC1. (5) Reactant: [CH2:1]([S:4][C:5]1[N:10]=[C:9]([N:11]2[C:19]3[CH:18]=[CH:17][CH:16]=[C:15]([OH:20])[C:14]=3[CH:13]=[N:12]2)[CH:8]=[CH:7][N:6]=1)[CH2:2][CH3:3].C(=O)([O-])[O-].[K+].[K+].Cl[CH2:28][CH2:29][S:30][CH3:31].CN1C(=O)CCC1. Product: [CH3:31][S:30][CH2:29][CH2:28][O:20][C:15]1[CH:16]=[CH:17][CH:18]=[C:19]2[C:14]=1[CH:13]=[N:12][N:11]2[C:9]1[CH:8]=[CH:7][N:6]=[C:5]([S:4][CH2:1][CH2:2][CH3:3])[N:10]=1. The catalyst class is: 6. (6) Reactant: [Cl:1][C:2]1[CH:3]=[CH:4][C:5]([O:30][CH3:31])=[C:6]([C:8]2[C:12]([NH:13][C:14]([C:16]3[C:24]4[N:23]=[CH:22][N:21]=[CH:20][C:19]=4[NH:18][N:17]=3)=[O:15])=[CH:11][N:10]([CH:25]([CH3:29])[C:26](O)=[O:27])[N:9]=2)[CH:7]=1.Cl.[O:33]1[CH2:36][CH:35]([NH2:37])[CH2:34]1.C(N(CC)C(C)C)(C)C. Product: [Cl:1][C:2]1[CH:3]=[CH:4][C:5]([O:30][CH3:31])=[C:6]([C:8]2[C:12]([NH:13][C:14]([C:16]3[C:24]4[N:23]=[CH:22][N:21]=[CH:20][C:19]=4[NH:18][N:17]=3)=[O:15])=[CH:11][N:10]([CH:25]([CH3:29])[C:26]([NH:37][CH:35]3[CH2:36][O:33][CH2:34]3)=[O:27])[N:9]=2)[CH:7]=1. The catalyst class is: 9. (7) Reactant: [C:1]([C:3]([C:6]1[CH:7]=[C:8]([CH:12]=[CH:13][CH:14]=1)[C:9]([OH:11])=[O:10])([CH3:5])[CH3:4])#N.CCCCCC.[H-].C([Al+]CC(C)C)C(C)C.Cl.C(OCC)(=[O:34])C. Product: [CH3:5][C:3]([C:6]1[CH:7]=[C:8]([CH:12]=[CH:13][CH:14]=1)[C:9]([OH:11])=[O:10])([CH3:4])[CH:1]=[O:34]. The catalyst class is: 359.